The task is: Predict the product of the given reaction.. This data is from Forward reaction prediction with 1.9M reactions from USPTO patents (1976-2016). (1) The product is: [NH2:9][C:7]1[S:8][C:4]([C:1](=[O:3])[NH2:2])=[CH:5][C:6]=1[CH2:12][C:13]([O:15][CH2:16][CH3:17])=[O:14]. Given the reactants [C:1]([C:4]1[S:8][C:7]([N+:9]([O-])=O)=[C:6]([CH2:12][C:13]([O:15][CH2:16][CH3:17])=[O:14])[CH:5]=1)(=[O:3])[NH2:2], predict the reaction product. (2) Given the reactants [F:1][C:2]([F:12])([F:11])[C:3]1[CH:4]=[C:5]([NH2:10])[C:6]([NH2:9])=[CH:7][CH:8]=1.O=[C:14]1[CH2:19][CH2:18][N:17]([C@H:20]2[CH2:24][CH2:23][N:22]([C:25]([O:27][CH2:28][CH3:29])=[O:26])[CH2:21]2)[CH2:16][CH2:15]1.C(O[BH-](OC(=O)C)OC(=O)C)(=O)C.[Na+].C(O)(=O)C, predict the reaction product. The product is: [NH2:9][C:6]1[CH:7]=[CH:8][C:3]([C:2]([F:11])([F:12])[F:1])=[CH:4][C:5]=1[NH:10][CH:14]1[CH2:15][CH2:16][N:17]([C@H:20]2[CH2:24][CH2:23][N:22]([C:25]([O:27][CH2:28][CH3:29])=[O:26])[CH2:21]2)[CH2:18][CH2:19]1. (3) Given the reactants [Li+].[BH4-].[Br:3][C:4]1[CH:5]=[C:6]([CH:11]=[C:12]([C:14](=[O:18])[N:15]([CH3:17])[CH3:16])[CH:13]=1)[C:7](OC)=[O:8].CO.[NH4+].[Cl-], predict the reaction product. The product is: [Br:3][C:4]1[CH:13]=[C:12]([CH:11]=[C:6]([CH2:7][OH:8])[CH:5]=1)[C:14]([N:15]([CH3:17])[CH3:16])=[O:18]. (4) Given the reactants [NH2:1][C:2]1[S:3][CH:4]=[CH:5][N:6]=1.Cl[C:8]1[N:13]=[CH:12][C:11]([CH2:14][N:15]([CH3:23])[C:16](=[O:22])[O:17][C:18]([CH3:21])([CH3:20])[CH3:19])=[CH:10][CH:9]=1.C(=O)([O-])[O-].[Na+].[Na+], predict the reaction product. The product is: [CH3:23][N:15]([CH2:14][C:11]1[CH:12]=[N:13][C:8]([NH:1][C:2]2[S:3][CH:4]=[CH:5][N:6]=2)=[CH:9][CH:10]=1)[C:16](=[O:22])[O:17][C:18]([CH3:21])([CH3:19])[CH3:20]. (5) Given the reactants Br[C:2]1[C:3]2[N:10]([CH2:11][CH3:12])[C:9]([C:13]3[C:14]([NH2:18])=[N:15][O:16][N:17]=3)=[N:8][C:4]=2[CH:5]=[N:6][CH:7]=1.C1(P(C2C=CC=CC=2)C2C=CC3C(=CC=CC=3)C=2C2C3C(=CC=CC=3)C=CC=2P(C2C=CC=CC=2)C2C=CC=CC=2)C=CC=CC=1.[CH3:65][O:66][C:67]1[CH:72]=[CH:71][C:70]([SH:73])=[CH:69][CH:68]=1.CC(C)([O-])C.[Na+], predict the reaction product. The product is: [CH2:11]([N:10]1[C:3]2[C:2]([S:73][C:70]3[CH:71]=[CH:72][C:67]([O:66][CH3:65])=[CH:68][CH:69]=3)=[CH:7][N:6]=[CH:5][C:4]=2[N:8]=[C:9]1[C:13]1[C:14]([NH2:18])=[N:15][O:16][N:17]=1)[CH3:12]. (6) Given the reactants [OH:1][C:2]1[CH:10]=[CH:9][C:5]([C:6]([OH:8])=[O:7])=[CH:4][C:3]=1[N+:11]([O-:13])=[O:12].[C:14](OC(=O)C)(=[O:16])[CH3:15], predict the reaction product. The product is: [C:14]([O:1][C:2]1[CH:10]=[CH:9][C:5]([C:6]([OH:8])=[O:7])=[CH:4][C:3]=1[N+:11]([O-:13])=[O:12])(=[O:16])[CH3:15].